From a dataset of Catalyst prediction with 721,799 reactions and 888 catalyst types from USPTO. Predict which catalyst facilitates the given reaction. Product: [F:1][C:2]([F:15])([F:16])[C:3](=[O:14])[CH2:4][CH2:5][CH2:6][CH2:7][CH2:8][CH2:9][C:10]([OH:12])=[O:11]. The catalyst class is: 1. Reactant: [F:1][C:2]([F:16])([F:15])[C:3](=[O:14])[CH2:4][CH2:5][CH2:6][CH2:7][CH2:8][CH2:9][C:10]([O:12]C)=[O:11].[Li+].[OH-].